Task: Predict which catalyst facilitates the given reaction.. Dataset: Catalyst prediction with 721,799 reactions and 888 catalyst types from USPTO (1) Reactant: [CH3:1][O:2][C:3]([CH2:5][O:6][C:7](=[O:15])[C:8]1[CH:13]=[CH:12][C:11]([NH2:14])=[CH:10][CH:9]=1)=[O:4].C(=O)(O)[O-].[Na+].[CH2:21]([O:28][CH2:29][C:30](Cl)=[O:31])[C:22]1[CH:27]=[CH:26][CH:25]=[CH:24][CH:23]=1. Product: [CH3:1][O:2][C:3]([CH2:5][O:6][C:7](=[O:15])[C:8]1[CH:9]=[CH:10][C:11]([NH:14][C:30](=[O:31])[CH2:29][O:28][CH2:21][C:22]2[CH:27]=[CH:26][CH:25]=[CH:24][CH:23]=2)=[CH:12][CH:13]=1)=[O:4]. The catalyst class is: 13. (2) Reactant: [CH:1]([O:4][C:5]1[CH:6]=[C:7]2[C:12](=[CH:13][CH:14]=1)[CH:11]=[N:10][C:9]([C:15]([OH:17])=O)=[CH:8]2)([CH3:3])[CH3:2].CN(C(ON1N=NC2C=CC=CC1=2)=[N+](C)C)C.F[P-](F)(F)(F)(F)F.CCN(C(C)C)C(C)C.[NH:51]1[CH:55]=[CH:54][N:53]=[C:52]1[NH:56][C:57]([C:59]1[C:67]2[NH:66][C:65]([NH2:68])=[N:64][C:63]=2[CH:62]=[CH:61][CH:60]=1)=[O:58]. Product: [NH:53]1[CH:54]=[CH:55][N:51]=[C:52]1[NH:56][C:57]([C:59]1[C:67]2[N:66]=[C:65]([NH:68][C:15]([C:9]3[N:10]=[CH:11][C:12]4[C:7]([CH:8]=3)=[CH:6][C:5]([O:4][CH:1]([CH3:2])[CH3:3])=[CH:14][CH:13]=4)=[O:17])[NH:64][C:63]=2[CH:62]=[CH:61][CH:60]=1)=[O:58]. The catalyst class is: 136. (3) Reactant: Cl.[NH2:2][C@H:3]([C:6]([OH:8])=[O:7])[CH2:4][SH:5].C([O-])(=O)C.[K+].CO.[CH3:16][O:17][C:18]1[CH:25]=[CH:24][C:21]([CH:22]=O)=[CH:20][CH:19]=1. Product: [CH3:16][O:17][C:18]1[CH:25]=[CH:24][C:21]([C@@H:22]2[NH:2][CH:3]([C:6]([OH:8])=[O:7])[CH2:4][S:5]2)=[CH:20][CH:19]=1. The catalyst class is: 6. (4) Reactant: CS(O[CH2:6][C:7]1[C:8]([O:17][CH3:18])=[N:9][C:10]([C:13]([CH3:16])([CH3:15])[CH3:14])=[N:11][CH:12]=1)(=O)=O.[Cl:19][C:20]1[CH:21]=[C:22]([CH:25]=[C:26]([O:28][C:29]2[C:34](=[O:35])[NH:33][CH:32]=[N:31][C:30]=2[C:36]([F:39])([F:38])[F:37])[CH:27]=1)[C:23]#[N:24].[Li+].[Br-].C(=O)([O-])[O-].[K+].[K+]. Product: [C:13]([C:10]1[N:9]=[C:8]([O:17][CH3:18])[C:7]([CH2:6][N:33]2[C:34](=[O:35])[C:29]([O:28][C:26]3[CH:25]=[C:22]([CH:21]=[C:20]([Cl:19])[CH:27]=3)[C:23]#[N:24])=[C:30]([C:36]([F:39])([F:37])[F:38])[N:31]=[CH:32]2)=[CH:12][N:11]=1)([CH3:16])([CH3:15])[CH3:14]. The catalyst class is: 18. (5) Reactant: [CH2:1]([O:8][C:9]1[C:17]([F:18])=[C:16]2[C:12]([CH2:13][N:14]([CH2:20][C@H:21]3[CH2:26][CH2:25][C@H:24]([C:27](O)=[O:28])[CH2:23][CH2:22]3)[C:15]2=[O:19])=[CH:11][CH:10]=1)[C:2]1[CH:7]=[CH:6][CH:5]=[CH:4][CH:3]=1.B.C1COCC1.O.Cl. Product: [CH2:1]([O:8][C:9]1[C:17]([F:18])=[C:16]2[C:12]([CH2:13][N:14]([CH2:20][C@H:21]3[CH2:26][CH2:25][C@H:24]([CH2:27][OH:28])[CH2:23][CH2:22]3)[C:15]2=[O:19])=[CH:11][CH:10]=1)[C:2]1[CH:7]=[CH:6][CH:5]=[CH:4][CH:3]=1. The catalyst class is: 1. (6) Reactant: [NH:1]1[C:9]2[C:4](=[CH:5][C:6]([NH:10][CH:11]3[CH2:16][CH2:15][C:14](=O)[CH2:13][CH2:12]3)=[CH:7][CH:8]=2)[CH:3]=[N:2]1.[CH:18]1[CH:23]=[CH:22][C:21]([CH2:24][CH2:25][NH2:26])=[CH:20][CH:19]=1.C(O[BH-](OC(=O)C)OC(=O)C)(=O)C.[Na+].Cl.CO. Product: [NH:1]1[C:9]2[C:4](=[CH:5][C:6]([NH:10][CH:11]3[CH2:16][CH2:15][CH:14]([NH:26][CH2:25][CH2:24][C:21]4[CH:22]=[CH:23][CH:18]=[CH:19][CH:20]=4)[CH2:13][CH2:12]3)=[CH:7][CH:8]=2)[CH:3]=[N:2]1. The catalyst class is: 5. (7) Reactant: [CH:1]1(B(O)O)[CH2:3][CH2:2]1.Br[C:8]1[CH:13]=[CH:12][C:11]([N+:14]([O-:16])=[O:15])=[CH:10][CH:9]=1.C(=O)([O-])[O-].[K+].[K+]. Product: [CH:1]1([C:8]2[CH:13]=[CH:12][C:11]([N+:14]([O-:16])=[O:15])=[CH:10][CH:9]=2)[CH2:3][CH2:2]1. The catalyst class is: 11. (8) The catalyst class is: 9. Reactant: [CH2:1]([N:8]1[C:12]2=[N:13][C:14]3[C:19]([C:20]([NH2:21])=[C:11]2[CH2:10][CH2:9]1)=[CH:18][C:17]([Br:22])=[CH:16][CH:15]=3)[C:2]1[CH:7]=[CH:6][CH:5]=[CH:4][CH:3]=1.[CH:23](N(C(C)C)CC)(C)C.CI. Product: [CH3:23][NH:21][C:20]1[C:19]2[C:14](=[CH:15][CH:16]=[C:17]([Br:22])[CH:18]=2)[N:13]=[C:12]2[N:8]([CH2:1][C:2]3[CH:7]=[CH:6][CH:5]=[CH:4][CH:3]=3)[CH2:9][CH2:10][C:11]=12. (9) The catalyst class is: 69. Product: [CH3:13][N:14]([CH:49]1[CH2:50][CH2:51][O:52][CH2:53][CH2:54]1)[C@H:15]1[CH2:16][CH2:17][C@H:18]([N:21]2[C:26](=[O:27])[C:25]([CH2:28][C:29]3[CH:30]=[CH:31][C:32]([C:35]4[CH:40]=[CH:39][CH:38]=[CH:37][C:36]=4[C:41]4[NH:3][C:4](=[O:7])[O:5][N:42]=4)=[CH:33][CH:34]=3)=[C:24]([CH2:43][CH2:44][CH3:45])[N:23]3[N:46]=[CH:47][N:48]=[C:22]23)[CH2:19][CH2:20]1. Reactant: [Cl-].O[NH3+:3].[C:4](=[O:7])([O-])[OH:5].[Na+].CS(C)=O.[CH3:13][N:14]([CH:49]1[CH2:54][CH2:53][O:52][CH2:51][CH2:50]1)[C@H:15]1[CH2:20][CH2:19][C@H:18]([N:21]2[C:26](=[O:27])[C:25]([CH2:28][C:29]3[CH:34]=[CH:33][C:32]([C:35]4[C:36]([C:41]#[N:42])=[CH:37][CH:38]=[CH:39][CH:40]=4)=[CH:31][CH:30]=3)=[C:24]([CH2:43][CH2:44][CH3:45])[N:23]3[N:46]=[CH:47][N:48]=[C:22]23)[CH2:17][CH2:16]1. (10) Reactant: [NH3:1].[CH2:2]([C:4]1([CH2:14][CH3:15])[C:8]2[CH:9]=[CH:10][CH:11]=[CH:12][C:7]=2[O:6][C:5]1=[O:13])[CH3:3]. Product: [CH2:2]([C:4]([CH2:14][CH3:15])([C:8]1[CH:9]=[CH:10][CH:11]=[CH:12][C:7]=1[OH:6])[C:5]([NH2:1])=[O:13])[CH3:3]. The catalyst class is: 24.